Task: Predict the reaction yield, written as a fraction of the theoretical maximum amount of product (1.0 means a 100% yield; for example, 0.34 means a 34% yield).. Dataset: Reaction yield outcomes from USPTO patents with 853,638 reactions (1) The reactants are C[C:2]([C:8]1[CH:13]=[CH:12][CH:11]=[CH:10][CH:9]=1)([CH3:7])[C:3]([O:5]C)=O.[H-].[Al+3].[Li+].[H-].[H-].[H-].O.[OH-].[Na+].O1CCC[CH2:24]1. No catalyst specified. The product is [CH3:24][CH:3]([OH:5])[CH:2]([C:8]1[CH:9]=[CH:10][CH:11]=[CH:12][CH:13]=1)[CH3:7]. The yield is 0.990. (2) The reactants are [CH:1]1[C:14]2[C:5](=[N:6][C:7]3[C:12]([C:13]=2[NH:15][C:16]2[CH:21]=[CH:20][C:19]([N:22]4[CH2:27][CH2:26][NH:25][CH2:24][CH2:23]4)=[CH:18][CH:17]=2)=[CH:11][CH:10]=[CH:9][CH:8]=3)[CH:4]=[CH:3][CH:2]=1.C(O)(=O)C.C(O[C:35]1(O[Si](C)(C)C)[CH2:37][CH2:36]1)C.C([BH3-])#N.[Na+]. The catalyst is CO. The product is [CH:1]1[C:14]2[C:5](=[N:6][C:7]3[C:12]([C:13]=2[NH:15][C:16]2[CH:17]=[CH:18][C:19]([N:22]4[CH2:27][CH2:26][N:25]([CH:35]5[CH2:37][CH2:36]5)[CH2:24][CH2:23]4)=[CH:20][CH:21]=2)=[CH:11][CH:10]=[CH:9][CH:8]=3)[CH:4]=[CH:3][CH:2]=1. The yield is 0.0200.